The task is: Predict the reaction yield, written as a fraction of the theoretical maximum amount of product (1.0 means a 100% yield; for example, 0.34 means a 34% yield).. This data is from Reaction yield outcomes from USPTO patents with 853,638 reactions. (1) The reactants are [C:1]([C:3]1[N:4]=[C:5]2[CH:13]=[CH:12][C:11]([F:14])=[CH:10][N:6]2[C:7](=[O:9])[CH:8]=1)#[CH:2].I[C:16]1[CH:21]=[C:20]([CH3:22])[N:19]=[C:18]([CH3:23])[C:17]=1[OH:24].C(N(CC)CC)C. The catalyst is CN(C=O)C.[Cu]I.Cl[Pd](Cl)([P](C1C=CC=CC=1)(C1C=CC=CC=1)C1C=CC=CC=1)[P](C1C=CC=CC=1)(C1C=CC=CC=1)C1C=CC=CC=1. The product is [CH3:22][C:20]1[CH:21]=[C:16]2[CH:2]=[C:1]([C:3]3[N:4]=[C:5]4[CH:13]=[CH:12][C:11]([F:14])=[CH:10][N:6]4[C:7](=[O:9])[CH:8]=3)[O:24][C:17]2=[C:18]([CH3:23])[N:19]=1. The yield is 0.410. (2) The yield is 0.718. The product is [NH:9]([C:10]([O:12][CH2:13][C:14]1[CH:15]=[CH:16][CH:17]=[CH:18][CH:19]=1)=[O:11])[C@H:5]([C:6]([OH:8])=[O:7])[CH2:4][CH:2]([CH3:3])[CH3:1]. The catalyst is CCOC(C)=O. The reactants are [CH3:1][CH:2]([CH2:4][C@H:5]([NH:9][C:10]([O:12][CH2:13][C:14]1[CH:19]=[CH:18][CH:17]=[CH:16][CH:15]=1)=[O:11])[C:6]([OH:8])=[O:7])[CH3:3].C1CCC(NC2CCCCC2)CC1. (3) The product is [F:28][C:25]([F:26])([F:27])[C:24]([N:20]1[C:21]2[CH:22]=[CH:23][C:15]3[CH:14]=[CH:13][C:12]([S:9]([NH2:8])(=[O:10])=[O:11])=[CH:32][C:16]=3[C:17]=2[CH2:18][CH2:19]1)=[O:29]. The yield is 0.960. The reactants are C([N:8](CC1C=CC=CC=1)[S:9]([C:12]1[CH:13]=[CH:14][C:15]2[CH:23]=[CH:22][C:21]3[N:20]([C:24](=[O:29])[C:25]([F:28])([F:27])[F:26])[CH2:19][CH:18](CCl)[C:17]=3[C:16]=2[CH:32]=1)(=[O:11])=[O:10])C1C=CC=CC=1.CCOC(C)=O. The catalyst is OS(O)(=O)=O. (4) The reactants are [Cl:1][C:2]1[CH:21]=[CH:20][C:5]([CH2:6][CH:7]2[CH2:12][CH2:11][N:10]([C@@H:13]3[CH2:18][CH2:17][CH2:16][CH2:15][C@H:14]3O)[CH2:9][CH2:8]2)=[CH:4][CH:3]=1.CC[N:24](CC)CC.CS(Cl)(=O)=O. The catalyst is C(Cl)Cl. The product is [Cl:1][C:2]1[CH:21]=[CH:20][C:5]([CH2:6][CH:7]2[CH2:12][CH2:11][N:10]([C@@H:13]3[CH2:18][CH2:17][CH2:16][CH2:15][C@H:14]3[NH2:24])[CH2:9][CH2:8]2)=[CH:4][CH:3]=1. The yield is 0.670. (5) The reactants are [Cl:1][C:2]1[CH:9]=[CH:8][CH:7]=[CH:6][C:3]=1[CH:4]=O.[C:10]([OH:16])(=[O:15])[CH2:11]C(O)=O.C([O-])(=O)C.[NH4+:21]. The catalyst is CCO. The product is [NH2:21][CH:4]([C:3]1[CH:6]=[CH:7][CH:8]=[CH:9][C:2]=1[Cl:1])[CH2:11][C:10]([OH:16])=[O:15]. The yield is 0.610. (6) The reactants are [Br:1]N1C(=O)CCC1=O.C1(P(C2C=CC=CC=2)C2C=CC=CC=2)C=CC=CC=1.N1C=CC=CC=1.[CH:34]1([O:39][C:40](=[O:53])[C@@H:41]([NH:45][C:46]([O:48][C:49]([CH3:52])([CH3:51])[CH3:50])=[O:47])[CH2:42][CH2:43]O)[CH2:38][CH2:37][CH2:36][CH2:35]1. The catalyst is C(Cl)Cl. The product is [CH:34]1([O:39][C:40](=[O:53])[C@@H:41]([NH:45][C:46]([O:48][C:49]([CH3:52])([CH3:51])[CH3:50])=[O:47])[CH2:42][CH2:43][Br:1])[CH2:38][CH2:37][CH2:36][CH2:35]1. The yield is 0.840. (7) The reactants are Cl.[N:2]1([CH:7]([OH:9])C)[CH2:6][CH2:5][CH2:4][CH2:3]1.[F:10][C:11]1[CH:12]=[C:13](O)[CH:14]=[C:15]([F:17])[CH:16]=1.C(=O)([O-])[O-].[Cs+].[Cs+].[I-].[Na+]. The catalyst is CN(C)C=O. The product is [F:10][C:11]1[CH:12]=[C:13]([CH:14]=[C:15]([F:17])[CH:16]=1)[O:9][CH2:7][N:2]1[CH2:6][CH2:5][CH2:4][CH2:3]1. The yield is 0.500.